Dataset: Catalyst prediction with 721,799 reactions and 888 catalyst types from USPTO. Task: Predict which catalyst facilitates the given reaction. (1) Reactant: Cl.[N:2]12[CH2:11][CH:6]3[CH2:7][CH:8]([CH2:10][CH:4]([C@H:5]3[NH2:12])[CH2:3]1)[CH2:9]2.CC(OC([NH:20][C:21]1[S:25][C:24]2[CH:26]=[C:27]([C:30](O)=[O:31])[CH:28]=[CH:29][C:23]=2[N:22]=1)=O)(C)C.ClCCl.[F:36][C:37]([F:42])([F:41])[C:38]([OH:40])=[O:39]. Product: [F:36][C:37]([F:42])([F:41])[C:38]([OH:40])=[O:39].[F:36][C:37]([F:42])([F:41])[C:38]([OH:40])=[O:39].[N:2]12[CH2:11][CH:6]3[CH2:7][CH:8]([CH2:10][CH:4]([C@H:5]3[NH:12][C:30]([C:27]3[CH:28]=[CH:29][C:23]4[N:22]=[C:21]([NH2:20])[S:25][C:24]=4[CH:26]=3)=[O:31])[CH2:3]1)[CH2:9]2. The catalyst class is: 4. (2) Reactant: [CH3:1][C:2]1[CH:7]=[CH:6][CH:5]=[CH:4][C:3]=1[N:8]1[C:12]2[CH:13]=[CH:14][CH:15]=[CH:16][C:11]=2[N:10]([CH2:17][CH2:18][N:19]2[CH2:24][CH2:23][N:22](C(OC(C)(C)C)=O)[CH2:21][CH2:20]2)[S:9]1(=[O:33])=[O:32].Cl. Product: [CH3:1][C:2]1[CH:7]=[CH:6][CH:5]=[CH:4][C:3]=1[N:8]1[C:12]2[CH:13]=[CH:14][CH:15]=[CH:16][C:11]=2[N:10]([CH2:17][CH2:18][N:19]2[CH2:24][CH2:23][NH:22][CH2:21][CH2:20]2)[S:9]1(=[O:33])=[O:32]. The catalyst class is: 269. (3) Reactant: [CH3:1][O:2][C:3]([C:5]1[N:6]([CH2:26][CH2:27][OH:28])[C:7]2[C:12]([C:13]=1[C:14]1[CH:19]=[CH:18][C:17]([O:20][CH3:21])=[CH:16][CH:15]=1)=[CH:11][C:10]([O:22][CH3:23])=[C:9]([O:24][CH3:25])[CH:8]=2)=[O:4].[S:29](Cl)([C:32]1[CH:38]=[CH:37][C:35]([CH3:36])=[CH:34][CH:33]=1)(=[O:31])=[O:30]. Product: [CH3:1][O:2][C:3]([C:5]1[N:6]([CH2:26][CH2:27][O:28][S:29]([C:32]2[CH:38]=[CH:37][C:35]([CH3:36])=[CH:34][CH:33]=2)(=[O:31])=[O:30])[C:7]2[C:12]([C:13]=1[C:14]1[CH:15]=[CH:16][C:17]([O:20][CH3:21])=[CH:18][CH:19]=1)=[CH:11][C:10]([O:22][CH3:23])=[C:9]([O:24][CH3:25])[CH:8]=2)=[O:4]. The catalyst class is: 4. (4) Reactant: [Cl:1][C:2]1[CH:3]=[C:4]2[C:14](=[CH:15][CH:16]=1)[C:8]1([CH2:13][CH2:12][O:11][CH2:10][CH2:9]1)[C:7](=[O:17])[C:6]([C:18]([NH:20][CH2:21][C:22]([O:24]C)=[O:23])=[O:19])=[C:5]2[OH:26].O.[OH-].[Li+]. Product: [Cl:1][C:2]1[CH:3]=[C:4]2[C:14](=[CH:15][CH:16]=1)[C:8]1([CH2:9][CH2:10][O:11][CH2:12][CH2:13]1)[C:7](=[O:17])[C:6]([C:18]([NH:20][CH2:21][C:22]([OH:24])=[O:23])=[O:19])=[C:5]2[OH:26]. The catalyst class is: 6. (5) Reactant: [N:1]1([C:7]2[N:8]=[C:9]([CH2:14][C:15]([O-:17])=O)[NH:10][C:11](=[O:13])[CH:12]=2)[CH2:6][CH2:5][O:4][CH2:3][CH2:2]1.[Na+].[OH:19][CH2:20][C:21]1[CH:29]=[CH:28][CH:27]=[C:26]2[C:22]=1[CH2:23][CH2:24][NH:25]2.Cl.CN(C)CCCN=C=NCC. Product: [OH:19][CH2:20][C:21]1[CH:29]=[CH:28][CH:27]=[C:26]2[C:22]=1[CH2:23][CH2:24][N:25]2[C:15](=[O:17])[CH2:14][C:9]1[NH:10][C:11](=[O:13])[CH:12]=[C:7]([N:1]2[CH2:2][CH2:3][O:4][CH2:5][CH2:6]2)[N:8]=1. The catalyst class is: 672. (6) Reactant: [CH2:1]([N:8]1[CH2:13][CH2:12][O:11][CH:10]([CH2:14][NH2:15])[CH2:9]1)[C:2]1[CH:7]=[CH:6][CH:5]=[CH:4][CH:3]=1.[CH:16]1([N:21]2[C:30]3[N:29]=[C:28]([NH:31][C:32]4[CH:33]=[CH:34][C:35]([C:41](O)=[O:42])=[C:36]5[C:40]=4[O:39][CH2:38][CH2:37]5)[N:27]=[CH:26][C:25]=3[N:24]([CH3:44])[C:23](=[O:45])[C@H:22]2[CH2:46][CH3:47])[CH2:20][CH2:19][CH2:18][CH2:17]1.F[B-](F)(F)F.N1(OC(N(C)C)=[N+](C)C)C2C=CC=CC=2N=N1.C(N(C(C)C)CC)(C)C.C(=O)(O)[O-].[Na+]. Product: [CH2:1]([N:8]1[CH2:13][CH2:12][O:11][CH:10]([CH2:14][NH:15][C:41]([C:35]2[CH:34]=[CH:33][C:32]([NH:31][C:28]3[N:27]=[CH:26][C:25]4[N:24]([CH3:44])[C:23](=[O:45])[C@@H:22]([CH2:46][CH3:47])[N:21]([CH:16]5[CH2:17][CH2:18][CH2:19][CH2:20]5)[C:30]=4[N:29]=3)=[C:40]3[O:39][CH2:38][CH2:37][C:36]=23)=[O:42])[CH2:9]1)[C:2]1[CH:3]=[CH:4][CH:5]=[CH:6][CH:7]=1. The catalyst class is: 4. (7) Reactant: C(O[BH-](OC(=O)C)OC(=O)C)(=O)C.[Na+].Cl.[NH2:16][C@H:17]([CH2:25][CH3:26])[C:18]([O:20][C:21]([CH3:24])([CH3:23])[CH3:22])=[O:19].[CH:27]([C:29]1[CH:34]=[CH:33][N:32]=[C:31]2[N:35]([C:42]([O:44][C:45]([CH3:48])([CH3:47])[CH3:46])=[O:43])[CH:36]=[C:37]([C:38]([O:40][CH3:41])=[O:39])[C:30]=12)=O. Product: [C:21]([O:20][C:18](=[O:19])[C@H:17]([NH:16][CH2:27][C:29]1[CH:34]=[CH:33][N:32]=[C:31]2[N:35]([C:42]([O:44][C:45]([CH3:48])([CH3:47])[CH3:46])=[O:43])[CH:36]=[C:37]([C:38]([O:40][CH3:41])=[O:39])[C:30]=12)[CH2:25][CH3:26])([CH3:22])([CH3:24])[CH3:23]. The catalyst class is: 26.